Dataset: Peptide-MHC class I binding affinity with 185,985 pairs from IEDB/IMGT. Task: Regression. Given a peptide amino acid sequence and an MHC pseudo amino acid sequence, predict their binding affinity value. This is MHC class I binding data. (1) The peptide sequence is CFMYSDFHF. The MHC is HLA-B08:02 with pseudo-sequence HLA-B08:02. The binding affinity (normalized) is 0.0847. (2) The peptide sequence is DVIGERIKR. The MHC is HLA-A33:01 with pseudo-sequence HLA-A33:01. The binding affinity (normalized) is 0.662. (3) The peptide sequence is LYDYKENRF. The MHC is HLA-A11:01 with pseudo-sequence HLA-A11:01. The binding affinity (normalized) is 0.0847. (4) The peptide sequence is IHESVIGQL. The MHC is HLA-A30:01 with pseudo-sequence HLA-A30:01. The binding affinity (normalized) is 0.0847. (5) The binding affinity (normalized) is 0.0847. The peptide sequence is NYPVAKGSY. The MHC is HLA-A24:03 with pseudo-sequence HLA-A24:03. (6) The peptide sequence is ISGIGTFLHY. The MHC is HLA-A11:01 with pseudo-sequence HLA-A11:01. The binding affinity (normalized) is 0.455.